From a dataset of Full USPTO retrosynthesis dataset with 1.9M reactions from patents (1976-2016). Predict the reactants needed to synthesize the given product. (1) Given the product [CH3:23][C:22]([CH3:25])([CH3:24])[C:21]([NH:20][C:15]1[CH:16]=[C:17]([F:19])[CH:18]=[C:9]([OH:8])[C:10]=1[C:11]([O:13][CH3:14])=[O:12])=[O:26], predict the reactants needed to synthesize it. The reactants are: C([O:8][C:9]1[CH:18]=[C:17]([F:19])[CH:16]=[C:15]([NH:20][C:21](=[O:26])[C:22]([CH3:25])([CH3:24])[CH3:23])[C:10]=1[C:11]([O:13][CH3:14])=[O:12])C1C=CC=CC=1.C(OCC)(=O)C. (2) Given the product [O:26]1[CH2:27][CH2:28][O:29][CH:25]1[C:22]1[CH:23]=[CH:24][C:19]([CH:2]([C:3]([O:5][C:6]([CH3:7])([CH3:8])[CH3:9])=[O:4])[C:1]([O:11][C:12]([CH3:15])([CH3:14])[CH3:13])=[O:10])=[CH:20][C:21]=1[F:30], predict the reactants needed to synthesize it. The reactants are: [C:1]([O:11][C:12]([CH3:15])([CH3:14])[CH3:13])(=[O:10])[CH2:2][C:3]([O:5][C:6]([CH3:9])([CH3:8])[CH3:7])=[O:4].[H-].[Na+].Br[C:19]1[CH:24]=[CH:23][C:22]([CH:25]2[O:29][CH2:28][CH2:27][O:26]2)=[C:21]([F:30])[CH:20]=1.[NH4+].[Cl-]. (3) Given the product [CH3:27][C:3]([CH3:28])([CH2:2][NH:1][CH2:33][CH2:34][CH:35]([CH3:36])[CH3:40])[CH2:4][N:5]1[C:9]2[CH:10]=[CH:11][CH:12]=[CH:13][C:8]=2[N:7]=[C:6]1[CH2:14][N:15]([CH3:26])[CH:16]1[C:25]2[N:24]=[CH:23][CH:22]=[CH:21][C:20]=2[CH2:19][CH2:18][CH2:17]1, predict the reactants needed to synthesize it. The reactants are: [NH2:1][CH2:2][C:3]([CH3:28])([CH3:27])[CH2:4][N:5]1[C:9]2[CH:10]=[CH:11][CH:12]=[CH:13][C:8]=2[N:7]=[C:6]1[CH2:14][N:15]([CH3:26])[CH:16]1[C:25]2[N:24]=[CH:23][CH:22]=[CH:21][C:20]=2[CH2:19][CH2:18][CH2:17]1.CN(CC1N(CCCNCCC(C)C)C2C=CC=CC=2N=1)C1[C:40]2N=CC=[CH:36][C:35]=2[CH2:34][CH2:33]C1. (4) Given the product [C:1]1([S:7]([N:10]2[C:18]3[C:13](=[CH:14][CH:15]=[CH:16][CH:17]=3)[C:12]([C:20]3[CH:25]=[CH:24][CH:23]=[CH:22][CH:21]=3)=[CH:11]2)(=[O:9])=[O:8])[CH:6]=[CH:5][CH:4]=[CH:3][CH:2]=1, predict the reactants needed to synthesize it. The reactants are: [C:1]1([S:7]([N:10]2[C:18]3[C:13](=[CH:14][CH:15]=[CH:16][CH:17]=3)[C:12](Br)=[CH:11]2)(=[O:9])=[O:8])[CH:6]=[CH:5][CH:4]=[CH:3][CH:2]=1.[C:20]1(B(O)O)[CH:25]=[CH:24][CH:23]=[CH:22][CH:21]=1.C(=O)([O-])[O-].[Na+].[Na+]. (5) Given the product [Cl:1][C:2]1[C:11](=[O:12])[C:10]2[C:5](=[CH:6][CH:7]=[CH:8][CH:9]=2)[C:4](=[O:13])[C:3]=1[NH:14][C:15]1[CH:20]=[CH:19][C:18]([S:21]([NH:24][C:25]2[CH:26]=[CH:27][C:28]([CH3:34])=[CH:29][CH:30]=2)(=[O:22])=[O:23])=[CH:17][CH:16]=1, predict the reactants needed to synthesize it. The reactants are: [Cl:1][C:2]1[C:11](=[O:12])[C:10]2[C:5](=[CH:6][CH:7]=[CH:8][CH:9]=2)[C:4](=[O:13])[C:3]=1[NH:14][C:15]1[CH:20]=[CH:19][C:18]([S:21]([NH:24][C:25]2[CH:30]=[CH:29][CH:28]=[CH:27][C:26]=2OC)(=[O:23])=[O:22])=[CH:17][CH:16]=1.Cl[C:34]1C=C(S(N=C2C3C(=CC=CC=3)C(=O)C(Cl)=C2)(=O)=O)SC=1Cl.SCCC(NC)=O.